This data is from Peptide-MHC class II binding affinity with 134,281 pairs from IEDB. The task is: Regression. Given a peptide amino acid sequence and an MHC pseudo amino acid sequence, predict their binding affinity value. This is MHC class II binding data. (1) The peptide sequence is KPQVGPRQPEKNGQN. The MHC is DRB1_0101 with pseudo-sequence DRB1_0101. The binding affinity (normalized) is 0.0105. (2) The peptide sequence is IKAVRGDLNFVNRAN. The MHC is DRB1_0404 with pseudo-sequence DRB1_0404. The binding affinity (normalized) is 0.738. (3) The peptide sequence is IRGTSATAAAIQLKC. The MHC is DRB1_0301 with pseudo-sequence DRB1_0301. The binding affinity (normalized) is 0.0510. (4) The peptide sequence is PKKLVLNIKYTRPGD. The MHC is DRB1_1302 with pseudo-sequence DRB1_1302. The binding affinity (normalized) is 0.482. (5) The peptide sequence is GAEVHIGNGGPCLFM. The MHC is HLA-DQA10102-DQB10602 with pseudo-sequence HLA-DQA10102-DQB10602. The binding affinity (normalized) is 0.208. (6) The peptide sequence is WEFVNTPPLVKLWYQ. The MHC is DRB3_0101 with pseudo-sequence DRB3_0101. The binding affinity (normalized) is 0.163. (7) The peptide sequence is DGLVRDANNYEQQEQ. The MHC is HLA-DQA10301-DQB10302 with pseudo-sequence HLA-DQA10301-DQB10302. The binding affinity (normalized) is 0.313.